Dataset: Full USPTO retrosynthesis dataset with 1.9M reactions from patents (1976-2016). Task: Predict the reactants needed to synthesize the given product. (1) Given the product [CH3:18][N:5]1[C:4]2[CH:3]=[C:2]([C:24]3[CH:23]=[N:22][NH:21][C:20]=3[CH3:19])[S:10][C:9]=2[C:8](=[O:11])[NH:7][C:6]1([CH3:17])[CH2:12][C:13]([F:16])([F:15])[F:14], predict the reactants needed to synthesize it. The reactants are: Br[C:2]1[S:10][C:9]2[C:8](=[O:11])[NH:7][C:6]([CH3:17])([CH2:12][C:13]([F:16])([F:15])[F:14])[N:5]([CH3:18])[C:4]=2[CH:3]=1.[CH3:19][C:20]1[C:24](B2OC(C)(C)C(C)(C)O2)=[CH:23][N:22](C(OC(C)(C)C)=O)[N:21]=1.C(=O)([O-])[O-].[Na+].[Na+].COCCOC. (2) Given the product [CH3:34][O:35][CH2:36][CH2:37][CH2:38][NH:39][C:25]([NH:24][C:21]1[CH:20]=[CH:19][C:18]([C:6]2[N:7]=[C:8]([N:11]3[CH2:16][CH2:15][O:14][CH2:13][C@@H:12]3[CH3:17])[C:9]3[CH2:10][N:2]([CH3:1])[CH2:3][C:4]=3[N:5]=2)=[CH:23][CH:22]=1)=[O:33], predict the reactants needed to synthesize it. The reactants are: [CH3:1][N:2]1[CH2:10][C:9]2[C:8]([N:11]3[CH2:16][CH2:15][O:14][CH2:13][C@@H:12]3[CH3:17])=[N:7][C:6]([C:18]3[CH:23]=[CH:22][C:21]([NH:24][C:25](=[O:33])OC4C=CC=CC=4)=[CH:20][CH:19]=3)=[N:5][C:4]=2[CH2:3]1.[CH3:34][O:35][CH2:36][CH2:37][CH2:38][NH2:39]. (3) Given the product [F:1][C:2]1[C:7]([C:8]([O:10][CH3:15])=[O:9])=[C:6]([C:11]([F:12])([F:13])[F:14])[CH:5]=[CH:4][N:3]=1, predict the reactants needed to synthesize it. The reactants are: [F:1][C:2]1[C:7]([C:8]([OH:10])=[O:9])=[C:6]([C:11]([F:14])([F:13])[F:12])[CH:5]=[CH:4][N:3]=1.[C:15]([O-])([O-])=O.[K+].[K+].CI. (4) Given the product [Cl:1][C:2]1[CH:3]=[CH:4][C:5]2[N:11]([CH3:12])[C:10](=[O:13])[CH:9]([NH:14][C:15]([NH:32][C:29]3[CH:30]=[CH:31][C:26]([N:25]([CH3:33])[CH3:24])=[CH:27][CH:28]=3)=[S:16])[N:8]=[C:7]([C:17]3[CH:18]=[CH:19][CH:20]=[CH:21][CH:22]=3)[C:6]=2[CH:23]=1, predict the reactants needed to synthesize it. The reactants are: [Cl:1][C:2]1[CH:3]=[CH:4][C:5]2[N:11]([CH3:12])[C:10](=[O:13])[CH:9]([N:14]=[C:15]=[S:16])[N:8]=[C:7]([C:17]3[CH:22]=[CH:21][CH:20]=[CH:19][CH:18]=3)[C:6]=2[CH:23]=1.[CH3:24][N:25]([CH3:33])[C:26]1[CH:31]=[CH:30][C:29]([NH2:32])=[CH:28][CH:27]=1. (5) Given the product [Br:14][C:15]1[CH:16]=[C:17]([C:22]([C:2]2[CH:3]=[CH:4][C:5]([O:9][CH3:10])=[C:6]([CH3:8])[CH:7]=2)([OH:24])[CH3:23])[CH:18]=[CH:19][C:20]=1[Cl:21], predict the reactants needed to synthesize it. The reactants are: Br[C:2]1[CH:3]=[CH:4][C:5]([O:9][CH3:10])=[C:6]([CH3:8])[CH:7]=1.[Mg].II.[Br:14][C:15]1[CH:16]=[C:17]([C:22](=[O:24])[CH3:23])[CH:18]=[CH:19][C:20]=1[Cl:21]. (6) Given the product [CH3:1][O:2][C:3]([C:5]1[S:9][CH:8]=[N:7][C:6]=1[NH2:14])=[O:4], predict the reactants needed to synthesize it. The reactants are: [CH3:1][O:2][C:3]([C:5]1[S:9][C:8](S(C)(=O)=O)=[N:7][C:6]=1[NH2:14])=[O:4].C1COCC1.[BH4-].[Na+].C(OCC)(=O)C. (7) Given the product [O:17]1[C:10]2([CH2:15][CH2:14][CH:13]([O:16][C:19]3[CH:26]=[CH:25][C:24]([C:27]4[N:32]=[C:31]([NH:33][C:34]5[CH:35]=[CH:36][C:37]([N:40]6[CH2:45][CH2:44][N:43]([CH:46]7[CH2:49][O:48][CH2:47]7)[CH2:42][CH2:41]6)=[CH:38][CH:39]=5)[N:30]=[CH:29][N:28]=4)=[CH:23][C:20]=3[C:21]#[N:22])[CH2:12][CH2:11]2)[O:9][CH2:8][CH2:7]1, predict the reactants needed to synthesize it. The reactants are: CC(C)([O-])C.[K+].[CH2:7]1[O:17][C:10]2([CH2:15][CH2:14][CH:13]([OH:16])[CH2:12][CH2:11]2)[O:9][CH2:8]1.F[C:19]1[CH:26]=[CH:25][C:24]([C:27]2[N:32]=[C:31]([NH:33][C:34]3[CH:39]=[CH:38][C:37]([N:40]4[CH2:45][CH2:44][N:43]([CH:46]5[CH2:49][O:48][CH2:47]5)[CH2:42][CH2:41]4)=[CH:36][CH:35]=3)[N:30]=[CH:29][N:28]=2)=[CH:23][C:20]=1[C:21]#[N:22]. (8) The reactants are: [C:1]1([S:7]([N:10]2[C:18]3[C:13](=[CH:14][C:15](Br)=[CH:16][CH:17]=3)[CH:12]=[C:11]2[CH3:20])(=[O:9])=[O:8])[CH:6]=[CH:5][CH:4]=[CH:3][CH:2]=1.[Li]CCCC.[CH3:26][S:27]SC. Given the product [C:1]1([S:7]([N:10]2[C:18]3[C:13](=[CH:14][C:15]([S:27][CH3:26])=[CH:16][CH:17]=3)[CH:12]=[C:11]2[CH3:20])(=[O:9])=[O:8])[CH:6]=[CH:5][CH:4]=[CH:3][CH:2]=1, predict the reactants needed to synthesize it. (9) Given the product [Cl:19][C:7]1[C:6]2[N:13]=[CH:14][N:15]([CH3:16])[C:5]=2[C:4]2[CH:3]=[C:2]([Cl:1])[CH:11]=[CH:10][C:9]=2[N:8]=1, predict the reactants needed to synthesize it. The reactants are: [Cl:1][C:2]1[CH:11]=[CH:10][C:9]2[NH:8][C:7](=O)[C:6]3[N:13]=[CH:14][N:15]([CH3:16])[C:5]=3[C:4]=2[CH:3]=1.O=P(Cl)(Cl)[Cl:19].